From a dataset of P-glycoprotein inhibition data for predicting drug efflux from Broccatelli et al.. Regression/Classification. Given a drug SMILES string, predict its absorption, distribution, metabolism, or excretion properties. Task type varies by dataset: regression for continuous measurements (e.g., permeability, clearance, half-life) or binary classification for categorical outcomes (e.g., BBB penetration, CYP inhibition). Dataset: pgp_broccatelli. The drug is O=C(Nc1ccccc1)OC[C@@H](CN1CCCCC1)OC(=O)Nc1ccccc1. The result is 1 (inhibitor).